Task: Predict the reactants needed to synthesize the given product.. Dataset: Full USPTO retrosynthesis dataset with 1.9M reactions from patents (1976-2016) (1) Given the product [O:9]1[CH:13]=[CH:12][C:11]([O:14][CH2:15][C@@H:16]2[O:20][C:19](=[O:21])[N:18]([C:22]3[CH:27]=[CH:26][C:25]([C:28]4[CH2:34][CH:33]5[N:35]([C:6](=[O:7])[CH2:5][O:4][C:1](=[O:3])[CH3:2])[CH:30]([CH2:31][CH2:32]5)[CH:29]=4)=[C:24]([F:36])[CH:23]=3)[CH2:17]2)=[N:10]1, predict the reactants needed to synthesize it. The reactants are: [C:1]([O:4][CH2:5][C:6](Cl)=[O:7])(=[O:3])[CH3:2].[O:9]1[CH:13]=[CH:12][C:11]([O:14][CH2:15][C@@H:16]2[O:20][C:19](=[O:21])[N:18]([C:22]3[CH:27]=[CH:26][C:25]([C:28]4[CH2:34][CH:33]5[NH:35][CH:30]([CH2:31][CH2:32]5)[CH:29]=4)=[C:24]([F:36])[CH:23]=3)[CH2:17]2)=[N:10]1.CC(C)=O.C(=O)(O)[O-].[Na+]. (2) Given the product [CH2:1]([O:3][C:4](=[O:31])[C:5]1[CH:10]=[CH:9][C:8]([C:11]2[CH2:15][C:14]([C:20]3[CH:21]=[C:22]([Cl:27])[CH:23]=[C:24]([Cl:26])[CH:25]=3)([C:16]([F:17])([F:18])[F:19])[O:13][N:12]=2)=[CH:7][C:6]=1[NH2:28])[CH3:2], predict the reactants needed to synthesize it. The reactants are: [CH2:1]([O:3][C:4](=[O:31])[C:5]1[CH:10]=[CH:9][C:8]([C:11]2[CH2:15][C:14]([C:20]3[CH:25]=[C:24]([Cl:26])[CH:23]=[C:22]([Cl:27])[CH:21]=3)([C:16]([F:19])([F:18])[F:17])[O:13][N:12]=2)=[CH:7][C:6]=1[N+:28]([O-])=O)[CH3:2].O.C(O)(=O)C. (3) Given the product [C:1]([O:5][C:6]([N:8]1[CH2:13][CH2:12][N:11]([C:14]2[CH:19]=[CH:18][C:17]([CH3:20])=[CH:16][C:15]=2[CH:30]2[CH2:32][CH2:31]2)[CH2:10][CH2:9]1)=[O:7])([CH3:4])([CH3:3])[CH3:2], predict the reactants needed to synthesize it. The reactants are: [C:1]([O:5][C:6]([N:8]1[CH2:13][CH2:12][N:11]([C:14]2[CH:19]=[CH:18][C:17]([CH3:20])=[CH:16][C:15]=2Cl)[CH2:10][CH2:9]1)=[O:7])([CH3:4])([CH3:3])[CH3:2].P([O-])([O-])([O-])=O.[K+].[K+].[K+].[CH:30]1(B(O)O)[CH2:32][CH2:31]1.C1(C)C=CC=CC=1. (4) Given the product [S:13]1[C:14]2[CH:20]=[CH:19][CH:18]=[CH:17][C:15]=2[N:16]=[C:12]1[CH:10]([OH:11])[CH:6]([NH:5][C:3](=[O:4])[C@@H:2]([NH:1][CH:35]1[CH2:36][CH2:37][O:32][CH2:33][CH2:34]1)[CH2:21][S:22]([CH2:25][C:26]1[CH:27]=[CH:28][CH:29]=[CH:30][CH:31]=1)(=[O:23])=[O:24])[CH2:7][CH2:8][CH3:9], predict the reactants needed to synthesize it. The reactants are: [NH2:1][C@@H:2]([CH2:21][S:22]([CH2:25][C:26]1[CH:31]=[CH:30][CH:29]=[CH:28][CH:27]=1)(=[O:24])=[O:23])[C:3]([NH:5][CH:6]([CH:10]([C:12]1[S:13][C:14]2[CH:20]=[CH:19][CH:18]=[CH:17][C:15]=2[N:16]=1)[OH:11])[CH2:7][CH2:8][CH3:9])=[O:4].[O:32]1[CH2:37][CH2:36][C:35](=O)[CH2:34][CH2:33]1.C([BH3-])#N. (5) Given the product [OH:8][CH2:9][C:10]1[N:11]=[CH:12][N:13]([C:15]2[CH:20]=[CH:19][C:18]([N:21]3[CH2:25][C@H:24]([CH2:26][O:27][C:28]4[CH:32]=[CH:31][O:30][N:29]=4)[O:23][C:22]3=[O:33])=[CH:17][C:16]=2[F:34])[CH:14]=1, predict the reactants needed to synthesize it. The reactants are: [Si]([O:8][CH2:9][C:10]1[N:11]=[CH:12][N:13]([C:15]2[CH:20]=[CH:19][C:18]([N:21]3[CH2:25][C@H:24]([CH2:26][O:27][C:28]4[CH:32]=[CH:31][O:30][N:29]=4)[O:23][C:22]3=[O:33])=[CH:17][C:16]=2[F:34])[CH:14]=1)(C(C)(C)C)(C)C.[F-].C([N+](CCCC)(CCCC)CCCC)CCC.